This data is from Experimentally validated miRNA-target interactions with 360,000+ pairs, plus equal number of negative samples. The task is: Binary Classification. Given a miRNA mature sequence and a target amino acid sequence, predict their likelihood of interaction. (1) The miRNA is hsa-miR-548aw with sequence GUGCAAAAGUCAUCACGGUU. The protein sequence of the target gene is MFGLRRNAVIGLNLYCGGASLGAGGGSPAGARLVAEEAKARREGGGEAALLPGARVVARPPPVGAEDPDVTASAERRLHKSPGLLAVPPEEMAASAAAAIVSPEEELDGCEPEAIGKRPAVLPLLERVSEAAKSSGADGSLPSTPPPPEEEEDDLYRQSLEIISRYLREQATGSKDSKPLGEAGAAGRRALETLRRVGDGVQRNHETAFQGMLRKLDIKNEGDVKSFSRVMVHVFKDGVTNWGRIVTLISFGAFVAKHLKSVNQESFIEPLAETITDVLVRTKRDWLVKQRGWDGFVEFF.... Result: 0 (no interaction). (2) The miRNA is hsa-miR-21-5p with sequence UAGCUUAUCAGACUGAUGUUGA. The protein sequence of the target gene is MATASPRSDTSNNHSGRLQLQVTVSSAKLKRKKNWFGTAIYTEVVVDGEITKTAKSSSSSNPKWDEQLTVNVTPQTTLEFQVWSHRTLKADALLGKATIDLKQALLIHNRKLERVKEQLKLSLENKNGIAQTGELTVVLDGLVIEQENITNCSSSPTIEIQENGDALHENGEPSARTTARLAVEGTNGIDNHVPTSTLVQNSCCSYVVNGDNTPSSPSQVAARPKNTPAPKPLASEPADDTVNGESSSFAPTDNASVTGTPVVSEENALSPNCTSTTVEDPPVQEILTSSENNECIPSTS.... Result: 1 (interaction). (3) The miRNA is hsa-miR-6766-5p with sequence CGGGUGGGAGCAGAUCUUAUUGAG. The protein sequence of the target gene is MGTAQVLPGILQKHCCILPDRNTESQCTLCGEPEEEEGGDLAQPGLSFPGPAEEDIDQQYSWSPTQHFNEERYSPAPRNMKGLTGSRNQPQLCAGHTCGLSPPDDCEHPHDHMHHGSDVRQPYLLSPAESCPMDHHRCSPRSSVHSECMMMPVMLGDHVSSSTFPRMHYSSHYDTRDDCAMSHTSTKVNRIPANLLDQFEKQLPLHRDGFHTLQYQRASAATEQRNESPGRIRHLVHSVQKLFTKSHSLEGSSKSNINGTKSDSRVDDHHQSHLSKHSKRSKSKERKPESKHKSGMSSWW.... Result: 0 (no interaction). (4) The miRNA is hsa-miR-6818-3p with sequence UUGUCUCUUGUUCCUCACACAG. The protein sequence of the target gene is MGLHFKWPLGAPMLAAIYAMSMVLKMLPALGMACPPKCRCEKLLFYCDSQGFHSVPNATDKGSLGLSLRHNHITELERDQFASFSQLTWLHLDHNQISTVKEDAFQGLYKLKELILSSNKIFYLPNTTFTQLINLQNLDLSFNQLSSLHPELFYGLRKLQTLHLRSNSLRTIPVRLFWDCRSLEFLDLSTNRLRSLARNGFAGLIKLRELHLEHNQLTKINFAHFLRLSSLHTLFLQWNKISNLTCGMEWTWGTLEKLDLTGNEIKAIDLTVFETMPNLKILLMDNNKLNSLDSKILNSL.... Result: 1 (interaction). (5) The miRNA is hsa-miR-548e-5p with sequence CAAAAGCAAUCGCGGUUUUUGC. The protein sequence of the target gene is MSLCSPTHSAEMSLFLQGPEEMLPLSSEGSEMGSEKEQSPEPHLPEEGEGGKPWRVDDSEGSWIPPGEKEHGQESLSDELQETHPKKPWQKVTVRARELGDPIAHPRHEADEKPFICAQCGKTFNNTSNLRTHQRIHTGEKPYKCSECGKSFSRSSNRIRHERIHLEEKHYKCPKCQESFRRRSDLTTHQQDHLGKRPYRCDICGKSFSQSATLAVHHRTHLEPAPYICCECGKSFSNSSSFGVHHRTHTGERPYECTECGRTFSDISNFGAHQRTHRGEKPYRCTVCGKHFSRSSNLIR.... Result: 0 (no interaction).